From a dataset of Retrosynthesis with 50K atom-mapped reactions and 10 reaction types from USPTO. Predict the reactants needed to synthesize the given product. (1) Given the product COc1nc(Br)ccc1NC(=O)OC(C)(C)C, predict the reactants needed to synthesize it. The reactants are: CC(C)(C)OC(=O)OC(=O)OC(C)(C)C.COc1nc(Br)ccc1N. (2) Given the product C=CCNC(=O)C1(O)CN(C(=O)c2ccc(F)c(F)c2Nc2ccc(I)cc2F)C1, predict the reactants needed to synthesize it. The reactants are: C=CCNC(=O)C1(O)CNC1.O=C(O)c1ccc(F)c(F)c1Nc1ccc(I)cc1F. (3) Given the product CN1CCC2(CCNCC2)CC1, predict the reactants needed to synthesize it. The reactants are: CN1CCC2(CC1)CCN(Cc1ccccc1)CC2. (4) Given the product CCC[C@H](N[C@@H](C)C(=O)N1C2CCC(CC2)[C@H]1C(N)=O)C(=O)OCC, predict the reactants needed to synthesize it. The reactants are: CCC[C@H](N[C@@H](C)C(=O)O)C(=O)OCC.NC(=O)[C@H]1NC2CCC1CC2. (5) Given the product O=C(O)CCCOc1cccc2c1SCCC2, predict the reactants needed to synthesize it. The reactants are: CCOC(=O)CCCOc1cccc2c1SCCC2. (6) Given the product CC(C)(C)OC(=O)c1ccc(Oc2cc(C(=O)O)cc3c2CC(C)(C)O3)cc1F, predict the reactants needed to synthesize it. The reactants are: COC(=O)c1cc(Oc2ccc(C(=O)OC(C)(C)C)c(F)c2)c2c(c1)OC(C)(C)C2. (7) Given the product CCNC(=O)Nc1nc2cc(-c3cnc(N4CCC(CC)(C(=O)OCC)CC4)nc3)cc(C=O)c2s1, predict the reactants needed to synthesize it. The reactants are: C=O.CCNC(=O)Nc1nc2cc(-c3cnc(N4CCC(CC)(C(=O)OCC)CC4)nc3)cc(Br)c2s1.